Dataset: Reaction yield outcomes from USPTO patents with 853,638 reactions. Task: Predict the reaction yield, written as a fraction of the theoretical maximum amount of product (1.0 means a 100% yield; for example, 0.34 means a 34% yield). (1) The catalyst is C(Cl)Cl.CO. The reactants are [C:1]([C:3]1[C:4]([C:17]2[CH:22]=[CH:21][C:20]([O:23][C:24]3[CH:29]=[CH:28][CH:27]=[CH:26][CH:25]=3)=[CH:19][CH:18]=2)=[N:5][N:6]2[CH:11]=[C:10]([C:12](OCC)=[O:13])[CH:9]=[N:8][C:7]=12)#[N:2].[BH4-].[Na+]. The yield is 1.00. The product is [OH:13][CH2:12][CH:10]1[CH2:11][N:6]2[N:5]=[C:4]([C:17]3[CH:22]=[CH:21][C:20]([O:23][C:24]4[CH:29]=[CH:28][CH:27]=[CH:26][CH:25]=4)=[CH:19][CH:18]=3)[C:3]([C:1]#[N:2])=[C:7]2[NH:8][CH2:9]1. (2) The reactants are [Br:1][C:2]1[CH:7]=[CH:6][C:5]([NH2:8])=[C:4]([C:9]([F:12])([F:11])[F:10])[CH:3]=1.[H-].[Na+].Br[CH2:16][CH2:17][CH2:18][CH2:19]Br. No catalyst specified. The product is [Br:1][C:2]1[CH:7]=[CH:6][C:5]([N:8]2[CH2:19][CH2:18][CH2:17][CH2:16]2)=[C:4]([C:9]([F:10])([F:11])[F:12])[CH:3]=1. The yield is 0.170. (3) The reactants are Cl[C:2]1[CH:7]=[C:6]([N:8]2[CH2:13][CH2:12][N:11]([CH3:14])[CH2:10][CH2:9]2)[C:5]([N+:15]([O-:17])=[O:16])=[CH:4][N:3]=1.[CH3:18][NH2:19].C1COCC1. No catalyst specified. The product is [CH3:18][NH:19][C:2]1[CH:7]=[C:6]([N:8]2[CH2:13][CH2:12][N:11]([CH3:14])[CH2:10][CH2:9]2)[C:5]([N+:15]([O-:17])=[O:16])=[CH:4][N:3]=1. The yield is 0.930. (4) The reactants are [F:1][C:2]1[CH:3]=[C:4]([CH2:9][C:10]([OH:12])=[O:11])[CH:5]=[CH:6][C:7]=1[OH:8].[C:13]([O-])(O)=O.[Na+]. The catalyst is CO.OS(O)(=O)=O. The product is [CH3:13][O:11][C:10](=[O:12])[CH2:9][C:4]1[CH:5]=[CH:6][C:7]([OH:8])=[C:2]([F:1])[CH:3]=1. The yield is 0.920. (5) The reactants are [NH2:1][CH2:2][C:3]1[CH:4]=[C:5]2[C:9](=[CH:10][CH:11]=1)[C:8](=[O:12])[N:7]([CH:13]1[CH2:18][CH2:17][C:16](=[O:19])[NH:15][C:14]1=[O:20])[CH2:6]2.S(O)(=O)(=O)C.[CH2:26]([O:28][C:29]1[CH:34]=[CH:33][CH:32]=[CH:31][C:30]=1[C:35]([F:40])([F:39])[C:36](O)=[O:37])[CH3:27].C(N(C(C)C)CC)(C)C.F[P-](F)(F)(F)(F)F.CN(C(N(C)C)=[N+]1C2C(=NC=CC=2)[N+]([O-])=N1)C. The yield is 0.705. The product is [O:20]=[C:14]1[CH:13]([N:7]2[CH2:6][C:5]3[C:9](=[CH:10][CH:11]=[C:3]([CH2:2][NH:1][C:36](=[O:37])[C:35]([C:30]4[CH:31]=[CH:32][CH:33]=[CH:34][C:29]=4[O:28][CH2:26][CH3:27])([F:40])[F:39])[CH:4]=3)[C:8]2=[O:12])[CH2:18][CH2:17][C:16](=[O:19])[NH:15]1. The catalyst is CS(C)=O.CN(C)C=O. (6) The yield is 0.570. The reactants are [N:1]1([C:10]2[C:11]([C:16]#[N:17])=[N:12][CH:13]=[CH:14][CH:15]=2)[C:9]2[C:4](=[CH:5][CH:6]=[CH:7][CH:8]=2)[CH:3]=[CH:2]1. The product is [N:1]1([C:10]2[C:11]([CH2:16][NH2:17])=[N:12][CH:13]=[CH:14][CH:15]=2)[C:9]2[C:4](=[CH:5][CH:6]=[CH:7][CH:8]=2)[CH:3]=[CH:2]1. The catalyst is N.[Ni]. (7) The reactants are [OH:1][CH2:2][C:3]1[CH:4]=[C:5]([NH:10][C:11](=[O:30])[C:12]2[CH:17]=[CH:16][C:15]([CH2:18][N:19]3[CH2:24][CH2:23][N:22]([CH3:25])[CH2:21][CH2:20]3)=[C:14]([C:26]([F:29])([F:28])[F:27])[CH:13]=2)[CH:6]=[CH:7][C:8]=1[CH3:9].C[N+]1([O-])CCOCC1. The catalyst is C(Cl)Cl.CCC[N+](CCC)(CCC)CCC.[O-][Ru](=O)(=O)=O. The product is [CH:2]([C:3]1[CH:4]=[C:5]([NH:10][C:11](=[O:30])[C:12]2[CH:17]=[CH:16][C:15]([CH2:18][N:19]3[CH2:20][CH2:21][N:22]([CH3:25])[CH2:23][CH2:24]3)=[C:14]([C:26]([F:29])([F:28])[F:27])[CH:13]=2)[CH:6]=[CH:7][C:8]=1[CH3:9])=[O:1]. The yield is 0.880.